This data is from Forward reaction prediction with 1.9M reactions from USPTO patents (1976-2016). The task is: Predict the product of the given reaction. (1) Given the reactants [Br:1][C:2]1[CH:11]=[CH:10][C:5]([C:6]([O:8][CH3:9])=[O:7])=[C:4]([CH3:12])[C:3]=1[N+:13]([O-:15])=[O:14].COC(OC)N(C)C.CN(C)C=O.C(OCC)(=O)C, predict the reaction product. The product is: [Br:1][C:2]1[C:3]([N+:13]([O-:15])=[O:14])=[C:4]2[C:5](=[CH:10][CH:11]=1)[C:6](=[O:7])[O:8][CH:9]=[CH:12]2. (2) Given the reactants [F:1][C:2]1[CH:7]=[CH:6][C:5]([C:8]2[CH:12]=[C:11]([C:13]([F:16])([F:15])[F:14])[O:10][N:9]=2)=[CH:4][CH:3]=1.C1(C2[C:27](C3N=CN(C4C=CC=CC=4)C=3)=[C:26](C(F)(F)F)[O:25]N=2)C=CC=CC=1, predict the reaction product. The product is: [F:1][C:2]1[CH:3]=[CH:4][C:5]([C:8]2[C:12]([C:26](=[O:25])[CH3:27])=[C:11]([C:13]([F:14])([F:16])[F:15])[O:10][N:9]=2)=[CH:6][CH:7]=1.